This data is from HIV replication inhibition screening data with 41,000+ compounds from the AIDS Antiviral Screen. The task is: Binary Classification. Given a drug SMILES string, predict its activity (active/inactive) in a high-throughput screening assay against a specified biological target. The drug is CCOC(=O)NC(Nc1ccc([N+](=O)[O-])cc1)(C(F)(F)F)C(F)(F)F. The result is 0 (inactive).